This data is from Reaction yield outcomes from USPTO patents with 853,638 reactions. The task is: Predict the reaction yield, written as a fraction of the theoretical maximum amount of product (1.0 means a 100% yield; for example, 0.34 means a 34% yield). The reactants are [C:1]([O:5][C:6](=[O:43])[NH:7][C:8]([N:17]1[CH2:21][CH2:20][C@H:19]([O:22][NH:23][C:24]([C@@H:26]2[CH2:32][CH2:31][C@@H:30]3[CH2:33][N:27]2[C:28](=[O:42])[N:29]3[O:34]CC2C=CC=CC=2)=[O:25])[CH2:18]1)=[N:9][C:10](=[O:16])[O:11][C:12]([CH3:15])([CH3:14])[CH3:13])([CH3:4])([CH3:3])[CH3:2]. The catalyst is CO.[Pd]. The product is [C:12]([O:11][C:10](=[O:16])[NH:9][C:8]([N:17]1[CH2:21][CH2:20][C@H:19]([O:22][NH:23][C:24]([C@@H:26]2[CH2:32][CH2:31][C@@H:30]3[CH2:33][N:27]2[C:28](=[O:42])[N:29]3[OH:34])=[O:25])[CH2:18]1)=[N:7][C:6](=[O:43])[O:5][C:1]([CH3:4])([CH3:3])[CH3:2])([CH3:13])([CH3:14])[CH3:15]. The yield is 0.970.